Dataset: Reaction yield outcomes from USPTO patents with 853,638 reactions. Task: Predict the reaction yield, written as a fraction of the theoretical maximum amount of product (1.0 means a 100% yield; for example, 0.34 means a 34% yield). (1) The reactants are [CH3:1][C:2]1[O:6][N:5]=[C:4]([C:7]2[CH:12]=[CH:11][N:10]=[CH:9][N:8]=2)[C:3]=1[CH2:13][O:14][C:15]1[CH:23]=[CH:22][C:18]([C:19]([OH:21])=O)=[CH:17][N:16]=1.[CH3:24][NH2:25]. No catalyst specified. The product is [CH3:24][NH:25][C:19](=[O:21])[C:18]1[CH:22]=[CH:23][C:15]([O:14][CH2:13][C:3]2[C:4]([C:7]3[CH:12]=[CH:11][N:10]=[CH:9][N:8]=3)=[N:5][O:6][C:2]=2[CH3:1])=[N:16][CH:17]=1. The yield is 0.700. (2) The reactants are [CH2:1]([O:4][C:5]1[CH:31]=[CH:30][C:8]([CH2:9][C:10]2[CH:11]=[C:12]([C@@:17]3([O:28][CH3:29])[C@H:22]([OH:23])[C@@H:21]([OH:24])[C@H:20]([OH:25])[C@@H:19]([CH2:26][OH:27])[O:18]3)[CH:13]=[CH:14][C:15]=2[Cl:16])=[CH:7][CH:6]=1)[CH:2]=[CH2:3].[S:32](Cl)([C:35]1[CH:41]=[CH:40][C:38]([CH3:39])=[CH:37][CH:36]=1)(=[O:34])=[O:33]. The catalyst is C(OC(=O)C)C. The product is [CH3:39][C:38]1[CH:40]=[CH:41][C:35]([S:32]([O:27][CH2:26][C@@H:19]2[C@@H:20]([OH:25])[C@H:21]([OH:24])[C@@H:22]([OH:23])[C@@:17]([C:12]3[CH:13]=[CH:14][C:15]([Cl:16])=[C:10]([CH2:9][C:8]4[CH:30]=[CH:31][C:5]([O:4][CH2:1][CH:2]=[CH2:3])=[CH:6][CH:7]=4)[CH:11]=3)([O:28][CH3:29])[O:18]2)(=[O:34])=[O:33])=[CH:36][CH:37]=1. The yield is 0.890. (3) The reactants are [F:1][C:2]1[CH:3]=[CH:4][C:5]([CH2:8][O:9][C:10]2[CH:15]=[CH:14][N:13]([C:16]3[CH:21]=[CH:20][C:19]4[C:22]5[CH2:28][CH2:27][N:26](C(OC(C)(C)C)=O)[CH2:25][CH2:24][C:23]=5[O:36][C:18]=4[CH:17]=3)[C:12](=[O:37])[CH:11]=2)=[N:6][CH:7]=1.Cl.C([O-])(O)=O.[Na+]. The catalyst is CO.CCOCC. The product is [F:1][C:2]1[CH:3]=[CH:4][C:5]([CH2:8][O:9][C:10]2[CH:15]=[CH:14][N:13]([C:16]3[CH:21]=[CH:20][C:19]4[C:22]5[CH2:28][CH2:27][NH:26][CH2:25][CH2:24][C:23]=5[O:36][C:18]=4[CH:17]=3)[C:12](=[O:37])[CH:11]=2)=[N:6][CH:7]=1. The yield is 0.600. (4) The reactants are Cl[C:2]1[C:7]([C:8]#[N:9])=[CH:6][CH:5]=[CH:4][N:3]=1.C([O-])([O-])=O.[Cs+].[Cs+].[C:16]([O:20][CH2:21][CH3:22])(=[O:19])[CH2:17][OH:18].CN1C(=O)CCC1. The catalyst is CCOCC.O. The product is [CH2:21]([O:20][C:16]([C:17]1[O:18][C:2]2=[N:3][CH:4]=[CH:5][CH:6]=[C:7]2[C:8]=1[NH2:9])=[O:19])[CH3:22]. The yield is 0.400. (5) The reactants are [C:1]1([CH3:9])[CH:6]=[C:5]([CH3:7])[CH:4]=[C:3]([CH3:8])[CH:2]=1.C(O[O:15][C:16]([CH3:19])(C)C)(C)(C)C.[C]=O.[CH2:22]([OH:24])C. No catalyst specified. The product is [CH3:9][C:1]1[CH:6]=[C:5]([CH2:7][C:22]([O:15][CH2:16][CH3:19])=[O:24])[CH:4]=[C:3]([CH3:8])[CH:2]=1. The yield is 0.890. (6) The reactants are Cl[C:2]1[N:9]=[C:8]([C:10]([F:13])([F:12])[F:11])[CH:7]=[CH:6][C:3]=1[C:4]#[N:5].[OH:14][C:15]1[C:16]([O:23][CH3:24])=[C:17]([CH:20]=[CH:21][CH:22]=1)[CH:18]=[O:19].[F-].[K+].[OH-].[Na+]. The catalyst is CN(C=O)C. The product is [CH:18]([C:17]1[C:16]([O:23][CH3:24])=[C:15]([CH:22]=[CH:21][CH:20]=1)[O:14][C:2]1[N:9]=[C:8]([C:10]([F:13])([F:12])[F:11])[CH:7]=[CH:6][C:3]=1[C:4]#[N:5])=[O:19]. The yield is 0.940. (7) The product is [CH2:1]([O:8][C:9]([N:11]1[CH2:16][CH2:15][CH:14]([OH:17])[CH2:13][CH2:12]1)=[O:10])[C:2]1[CH:3]=[CH:4][CH:5]=[CH:6][CH:7]=1. The yield is 0.960. No catalyst specified. The reactants are [CH2:1]([O:8][C:9]([N:11]1[CH2:16][CH2:15][CH2:14][CH2:13][CH2:12]1)=[O:10])[C:2]1[CH:7]=[CH:6][CH:5]=[CH:4][CH:3]=1.[O:17]=C[C@@H]([C@H]([C@@H]([C@@H](CO)O)O)O)O. (8) The reactants are [I:1][C:2]1[CH:7]=[CH:6][CH:5]=[CH:4][C:3]=1[CH2:8][C:9]([OH:11])=[O:10].[C:12](Cl)(=O)C. The catalyst is CO. The product is [CH3:12][O:10][C:9](=[O:11])[CH2:8][C:3]1[CH:4]=[CH:5][CH:6]=[CH:7][C:2]=1[I:1]. The yield is 1.00. (9) The catalyst is O.CCO. The product is [CH:7]1[C:8]2[C:13](=[CH:12][CH:11]=[CH:10][CH:9]=2)[CH:14]=[CH:15][C:6]=1[CH2:5][C:1]#[N:2]. The reactants are [C-:1]#[N:2].[Na+].Br[CH2:5][C:6]1[CH:15]=[CH:14][C:13]2[C:8](=[CH:9][CH:10]=[CH:11][CH:12]=2)[CH:7]=1. The yield is 0.819. (10) The reactants are [CH:1]1([CH2:7][CH:8]([NH:12][C:13]([C:15]2[CH:45]=[CH:44][C:18]3[N:19]([CH:38]4[CH2:43][CH2:42][CH2:41][CH2:40][CH2:39]4)[C:20]([C:22]4[CH:23]=[C:24]5[C:29](=[CH:30][CH:31]=4)[N:28]=[C:27]([C:32]4[CH:37]=[CH:36][CH:35]=[CH:34][CH:33]=4)[CH:26]=[N:25]5)=[N:21][C:17]=3[CH:16]=2)=[O:14])[C:9]([OH:11])=[O:10])CCCC[CH2:2]1.N1(C(OCC2C3C(=CC=CC=3)C3C2=CC=CC=3)=O)C[C@H](O)C[C@H]1C(O)=[O:49]. No catalyst specified. The product is [CH:38]1([N:19]2[C:18]3[CH:44]=[CH:45][C:15]([C:13]([N:12]4[CH2:2][CH:1]([OH:49])[CH2:7][CH:8]4[C:9]([OH:11])=[O:10])=[O:14])=[CH:16][C:17]=3[N:21]=[C:20]2[C:22]2[CH:31]=[C:30]3[C:29](=[CH:24][CH:23]=2)[N:28]=[C:27]([C:32]2[CH:37]=[CH:36][CH:35]=[CH:34][CH:33]=2)[CH:26]=[N:25]3)[CH2:43][CH2:42][CH2:41][CH2:40][CH2:39]1. The yield is 0.500.